From a dataset of Catalyst prediction with 721,799 reactions and 888 catalyst types from USPTO. Predict which catalyst facilitates the given reaction. (1) Reactant: [Cl:1][C:2]1[CH:3]=[CH:4][C:5]2[N:9]([S:10]([C:13]3[CH:18]=[CH:17][C:16]([O:19][CH3:20])=[CH:15][CH:14]=3)(=[O:12])=[O:11])[C:8](=[O:21])[N:7]([CH:22]([C:44]3[CH:49]=[CH:48][CH:47]=[CH:46][CH:45]=3)[C:23]([N:25]3[CH2:30][CH2:29][N:28]([CH:31]4[CH2:36][CH2:35][N:34](C(OC(C)(C)C)=O)[CH2:33][CH2:32]4)[CH2:27][CH2:26]3)=[O:24])[C:6]=2[CH:50]=1.FC(F)(F)C(O)=O. Product: [Cl:1][C:2]1[CH:3]=[CH:4][C:5]2[N:9]([S:10]([C:13]3[CH:14]=[CH:15][C:16]([O:19][CH3:20])=[CH:17][CH:18]=3)(=[O:12])=[O:11])[C:8](=[O:21])[N:7]([CH:22]([C:44]3[CH:45]=[CH:46][CH:47]=[CH:48][CH:49]=3)[C:23](=[O:24])[N:25]3[CH2:26][CH2:27][N:28]([CH:31]4[CH2:32][CH2:33][NH:34][CH2:35][CH2:36]4)[CH2:29][CH2:30]3)[C:6]=2[CH:50]=1. The catalyst class is: 4. (2) Reactant: [CH3:1][CH:2]1[N:7]([C:8]2[C:9]([C:22]3[CH:27]=[CH:26][CH:25]=[CH:24][CH:23]=3)=[N:10][C:11]3[C:16]([N:17]=2)=[CH:15][C:14]([C:18]([O:20]C)=[O:19])=[CH:13][CH:12]=3)[CH2:6][CH2:5][O:4][CH2:3]1.[OH-].[Na+]. Product: [CH3:1][CH:2]1[N:7]([C:8]2[C:9]([C:22]3[CH:27]=[CH:26][CH:25]=[CH:24][CH:23]=3)=[N:10][C:11]3[C:16]([N:17]=2)=[CH:15][C:14]([C:18]([OH:20])=[O:19])=[CH:13][CH:12]=3)[CH2:6][CH2:5][O:4][CH2:3]1. The catalyst class is: 24.